Task: Predict the reactants needed to synthesize the given product.. Dataset: Full USPTO retrosynthesis dataset with 1.9M reactions from patents (1976-2016) Given the product [CH2:1]([O:3][C:4]1[CH:12]=[C:11]2[C:7]([CH:8]=[N:9][NH:10]2)=[CH:6][C:5]=1[NH:13][C:14]1[C:15]2[C:22]3[CH2:23][CH2:24][CH:25]([C:27]([N:30]4[CH2:35][CH2:34][CH2:33][CH2:32][CH2:31]4)=[O:29])[CH2:26][C:21]=3[S:20][C:16]=2[N:17]=[CH:18][N:19]=1)[CH3:2], predict the reactants needed to synthesize it. The reactants are: [CH2:1]([O:3][C:4]1[CH:12]=[C:11]2[C:7]([CH:8]=[N:9][NH:10]2)=[CH:6][C:5]=1[NH:13][C:14]1[C:15]2[C:22]3[CH2:23][CH2:24][CH:25]([C:27]([OH:29])=O)[CH2:26][C:21]=3[S:20][C:16]=2[N:17]=[CH:18][N:19]=1)[CH3:2].[NH:30]1[CH2:35][CH2:34][CH2:33][CH2:32][CH2:31]1.